Predict the reaction yield, written as a fraction of the theoretical maximum amount of product (1.0 means a 100% yield; for example, 0.34 means a 34% yield). From a dataset of Reaction yield outcomes from USPTO patents with 853,638 reactions. (1) The reactants are [Br:1][C:2]1[CH:3]=[C:4]2[C:9](=[CH:10][CH:11]=1)[O:8][CH2:7][CH:6]([NH2:12])[CH2:5]2.[C:13]([O:17][C:18]([N:20]1[CH2:25][C@@H:24]([CH3:26])[N:23]([CH2:27][CH2:28][CH2:29]Cl)[CH2:22][C@@H:21]1[CH3:31])=[O:19])([CH3:16])([CH3:15])[CH3:14].C([O-])([O-])=O.[K+].[K+]. The catalyst is CN(C=O)C. The product is [C:13]([O:17][C:18]([N:20]1[CH2:25][C@@H:24]([CH3:26])[N:23]([CH2:27][CH2:28][CH2:29][NH:12][CH:6]2[CH2:5][C:4]3[C:9](=[CH:10][CH:11]=[C:2]([Br:1])[CH:3]=3)[O:8][CH2:7]2)[CH2:22][C@@H:21]1[CH3:31])=[O:19])([CH3:16])([CH3:15])[CH3:14]. The yield is 1.00. (2) The reactants are [F:8][C:7]([F:10])([F:9])[C:6](O[C:6](=[O:11])[C:7]([F:10])([F:9])[F:8])=[O:11].[C:14]1([C@@H:20]([CH3:23])[CH2:21][NH2:22])[CH:19]=[CH:18][CH:17]=[CH:16][CH:15]=1.CS(O)(=O)=O.[Br:29]N1C(C)(C)C(=O)N(Br)C1=O. The catalyst is C(Cl)Cl. The product is [Br:29][C:17]1[CH:18]=[CH:19][C:14]([C@@H:20]([CH3:23])[CH2:21][NH:22][C:6](=[O:11])[C:7]([F:8])([F:9])[F:10])=[CH:15][CH:16]=1. The yield is 0.910.